Dataset: NCI-60 drug combinations with 297,098 pairs across 59 cell lines. Task: Regression. Given two drug SMILES strings and cell line genomic features, predict the synergy score measuring deviation from expected non-interaction effect. (1) Drug 1: C1=CN(C(=O)N=C1N)C2C(C(C(O2)CO)O)O.Cl. Drug 2: COC1=C2C(=CC3=C1OC=C3)C=CC(=O)O2. Cell line: U251. Synergy scores: CSS=23.3, Synergy_ZIP=-8.06, Synergy_Bliss=-2.45, Synergy_Loewe=-22.9, Synergy_HSA=-3.44. (2) Drug 1: CCCS(=O)(=O)NC1=C(C(=C(C=C1)F)C(=O)C2=CNC3=C2C=C(C=N3)C4=CC=C(C=C4)Cl)F. Drug 2: CC1=C(C=C(C=C1)NC2=NC=CC(=N2)N(C)C3=CC4=NN(C(=C4C=C3)C)C)S(=O)(=O)N.Cl. Cell line: HT29. Synergy scores: CSS=52.2, Synergy_ZIP=11.1, Synergy_Bliss=10.5, Synergy_Loewe=-16.0, Synergy_HSA=8.72. (3) Drug 1: CC1=C(C=C(C=C1)NC2=NC=CC(=N2)N(C)C3=CC4=NN(C(=C4C=C3)C)C)S(=O)(=O)N.Cl. Drug 2: CC1=C2C(C(=O)C3(C(CC4C(C3C(C(C2(C)C)(CC1OC(=O)C(C(C5=CC=CC=C5)NC(=O)C6=CC=CC=C6)O)O)OC(=O)C7=CC=CC=C7)(CO4)OC(=O)C)O)C)OC(=O)C. Cell line: CAKI-1. Synergy scores: CSS=51.5, Synergy_ZIP=4.55, Synergy_Bliss=5.94, Synergy_Loewe=-13.5, Synergy_HSA=10.6. (4) Drug 1: C1C(C(OC1N2C=NC3=C(N=C(N=C32)Cl)N)CO)O. Drug 2: CC1=C(C=C(C=C1)NC(=O)C2=CC=C(C=C2)CN3CCN(CC3)C)NC4=NC=CC(=N4)C5=CN=CC=C5. Cell line: SR. Synergy scores: CSS=42.6, Synergy_ZIP=0.350, Synergy_Bliss=-0.469, Synergy_Loewe=-29.7, Synergy_HSA=-3.94. (5) Cell line: U251. Drug 2: CN(C(=O)NC(C=O)C(C(C(CO)O)O)O)N=O. Drug 1: CC1=C2C(C(=O)C3(C(CC4C(C3C(C(C2(C)C)(CC1OC(=O)C(C(C5=CC=CC=C5)NC(=O)OC(C)(C)C)O)O)OC(=O)C6=CC=CC=C6)(CO4)OC(=O)C)O)C)O. Synergy scores: CSS=9.07, Synergy_ZIP=-1.44, Synergy_Bliss=-4.05, Synergy_Loewe=2.16, Synergy_HSA=-2.86. (6) Drug 1: C1CCC(CC1)NC(=O)N(CCCl)N=O. Drug 2: CC12CCC3C(C1CCC2OP(=O)(O)O)CCC4=C3C=CC(=C4)OC(=O)N(CCCl)CCCl.[Na+]. Cell line: SK-OV-3. Synergy scores: CSS=-1.28, Synergy_ZIP=-2.86, Synergy_Bliss=-7.58, Synergy_Loewe=-7.74, Synergy_HSA=-7.76. (7) Drug 1: CC1CCC2CC(C(=CC=CC=CC(CC(C(=O)C(C(C(=CC(C(=O)CC(OC(=O)C3CCCCN3C(=O)C(=O)C1(O2)O)C(C)CC4CCC(C(C4)OC)OCCO)C)C)O)OC)C)C)C)OC. Drug 2: CC1=C(N=C(N=C1N)C(CC(=O)N)NCC(C(=O)N)N)C(=O)NC(C(C2=CN=CN2)OC3C(C(C(C(O3)CO)O)O)OC4C(C(C(C(O4)CO)O)OC(=O)N)O)C(=O)NC(C)C(C(C)C(=O)NC(C(C)O)C(=O)NCCC5=NC(=CS5)C6=NC(=CS6)C(=O)NCCC[S+](C)C)O. Cell line: NCI-H226. Synergy scores: CSS=25.2, Synergy_ZIP=-3.61, Synergy_Bliss=1.04, Synergy_Loewe=2.18, Synergy_HSA=2.63. (8) Drug 1: CC1=CC2C(CCC3(C2CCC3(C(=O)C)OC(=O)C)C)C4(C1=CC(=O)CC4)C. Drug 2: CN1C2=C(C=C(C=C2)N(CCCl)CCCl)N=C1CCCC(=O)O.Cl. Cell line: MALME-3M. Synergy scores: CSS=6.54, Synergy_ZIP=-0.309, Synergy_Bliss=4.94, Synergy_Loewe=-3.57, Synergy_HSA=0.701. (9) Drug 1: C1CC(=O)NC(=O)C1N2C(=O)C3=CC=CC=C3C2=O. Drug 2: C(CCl)NC(=O)N(CCCl)N=O. Cell line: T-47D. Synergy scores: CSS=7.49, Synergy_ZIP=-4.86, Synergy_Bliss=-6.77, Synergy_Loewe=-3.80, Synergy_HSA=-7.36.